Predict the product of the given reaction. From a dataset of Forward reaction prediction with 1.9M reactions from USPTO patents (1976-2016). (1) Given the reactants Cl.[Cl:2][C:3]1[CH:8]=[CH:7][C:6]([NH:9]N)=[CH:5][CH:4]=1.Br[CH2:12][CH2:13][C:14]([O:16][CH2:17][CH3:18])=[O:15].[CH2:19]([N:21]([CH2:24][CH3:25])[CH2:22][CH3:23])C.[CH2:26](O)C, predict the reaction product. The product is: [Cl:2][C:3]1[CH:8]=[CH:7][C:6]2[N:9]([CH2:12][CH2:13][C:14]([O:16][CH2:17][CH3:18])=[O:15])[C:26]3[CH2:23][CH2:22][N:21]([CH3:19])[CH2:24][C:25]=3[C:5]=2[CH:4]=1. (2) Given the reactants C(OC(=O)NC1C(=O)N2C(C)CCC2=NC=1)C1C=CC=CC=1.[CH2:23]([C:26]1([C:47](O)=[O:48])[N:30]2[C:31](=[O:46])[C:32]([NH:35][C:36]([O:38][CH2:39][C:40]3[CH:45]=[CH:44][CH:43]=[CH:42][CH:41]=3)=[O:37])=[CH:33][N:34]=[C:29]2[CH2:28][CH2:27]1)[CH:24]=[CH2:25].[C:50]([O:54][C:55](=[O:67])[NH:56][C:57]([C:59]1[CH:64]=[CH:63][C:62]([CH2:65][NH2:66])=[CH:61][CH:60]=1)=[NH:58])([CH3:53])([CH3:52])[CH3:51], predict the reaction product. The product is: [CH2:39]([O:38][C:36](=[O:37])[NH:35][C:32]1[C:31](=[O:46])[N:30]2[C:26]([CH2:23][CH:24]=[CH2:25])([C:47](=[O:48])[NH:66][CH2:65][C:62]3[CH:61]=[CH:60][C:59]([C:57]([NH:56][C:55]([O:54][C:50]([CH3:53])([CH3:51])[CH3:52])=[O:67])=[NH:58])=[CH:64][CH:63]=3)[CH2:27][CH2:28][C:29]2=[N:34][CH:33]=1)[C:40]1[CH:45]=[CH:44][CH:43]=[CH:42][CH:41]=1. (3) Given the reactants N12CCN(CC1)CC2.C([Li])CCC.[Cl:14][C:15]1[CH:16]=[N:17][CH:18]=[CH:19][CH:20]=1.[C:21]([O:25][C:26]([N:28]1[CH2:33][CH2:32][C:31](=[O:34])[CH2:30][CH2:29]1)=[O:27])([CH3:24])([CH3:23])[CH3:22].[Cl-].[NH4+], predict the reaction product. The product is: [OH:34][C:31]1([C:16]2[C:15]([Cl:14])=[CH:20][CH:19]=[CH:18][N:17]=2)[CH2:30][CH2:29][N:28]([C:26]([O:25][C:21]([CH3:24])([CH3:23])[CH3:22])=[O:27])[CH2:33][CH2:32]1.